Dataset: Reaction yield outcomes from USPTO patents with 853,638 reactions. Task: Predict the reaction yield, written as a fraction of the theoretical maximum amount of product (1.0 means a 100% yield; for example, 0.34 means a 34% yield). The reactants are [OH:1][CH2:2][C:3]1[CH:4]=[CH:5][C:6]([O:12][CH2:13][O:14][CH3:15])=[C:7]([CH2:9][CH2:10][OH:11])[CH:8]=1.[O-][O-].[Mg+2]. The catalyst is C(Cl)(Cl)Cl. The product is [OH:11][CH2:10][CH2:9][C:7]1[CH:8]=[C:3]([CH:4]=[CH:5][C:6]=1[O:12][CH2:13][O:14][CH3:15])[CH:2]=[O:1]. The yield is 0.813.